From a dataset of Full USPTO retrosynthesis dataset with 1.9M reactions from patents (1976-2016). Predict the reactants needed to synthesize the given product. (1) Given the product [CH2:14]([N:11]1[C:6]2=[N:7][C:8]([CH2:9][CH3:10])=[C:3]([CH2:2][NH:1][C:30]([C:27]3[CH:28]=[N:29][C:24]([CH3:23])=[CH:25][CH:26]=3)=[O:31])[C:4]([NH:16][CH:17]3[CH2:18][CH2:19][O:20][CH2:21][CH2:22]3)=[C:5]2[CH:13]=[N:12]1)[CH3:15], predict the reactants needed to synthesize it. The reactants are: [NH2:1][CH2:2][C:3]1[C:8]([CH2:9][CH3:10])=[N:7][C:6]2[N:11]([CH2:14][CH3:15])[N:12]=[CH:13][C:5]=2[C:4]=1[NH:16][CH:17]1[CH2:22][CH2:21][O:20][CH2:19][CH2:18]1.[CH3:23][C:24]1[N:29]=[CH:28][C:27]([C:30](O)=[O:31])=[CH:26][CH:25]=1. (2) Given the product [C:1]([O:5][C:6]([N:8]1[CH2:13][CH2:12][CH:11]([CH:14]([OH:24])[CH2:15][C:16]2[C:21]([Cl:22])=[CH:20][N:19]=[C:18]([N:33]3[CH2:34][CH2:35][N:30]([S:27]([CH3:26])(=[O:29])=[O:28])[CH2:31][CH2:32]3)[N:17]=2)[CH2:10][CH2:9]1)=[O:7])([CH3:4])([CH3:3])[CH3:2], predict the reactants needed to synthesize it. The reactants are: [C:1]([O:5][C:6]([N:8]1[CH2:13][CH2:12][CH:11]([CH:14]([OH:24])[CH2:15][C:16]2[C:21]([Cl:22])=[CH:20][N:19]=[C:18](Cl)[N:17]=2)[CH2:10][CH2:9]1)=[O:7])([CH3:4])([CH3:3])[CH3:2].Cl.[CH3:26][S:27]([N:30]1[CH2:35][CH2:34][NH:33][CH2:32][CH2:31]1)(=[O:29])=[O:28].C(=O)([O-])[O-].[K+].[K+].CN(C)C=O. (3) Given the product [Cl:26][C:27]1[N:32]=[C:31]2[C:30](=[CH:29][CH:28]=1)[N:33]=[CH:34][C:35]([S:41]([CH3:44])(=[O:42])=[O:43])=[C:36]2[OH:38], predict the reactants needed to synthesize it. The reactants are: C1C=CC(C2C=CC=CC=2)=CC=1.C1C=CC(OC2C=CC=CC=2)=CC=1.[Cl:26][C:27]1[N:32]=[CH:31][C:30]([NH:33][CH:34]=[C:35]([S:41]([CH3:44])(=[O:43])=[O:42])[C:36]([O:38]CC)=O)=[CH:29][CH:28]=1. (4) Given the product [C:23]([C:22]1[CH:25]=[CH:26][CH:27]=[CH:28][C:21]=1[C:19]1[S:20][C:16]([CH2:15][CH:5]([C:4](=[O:3])[CH2:11][CH2:12][CH3:13])[C:6]([O:8][CH2:9][CH3:10])=[O:7])=[CH:17][CH:18]=1)#[N:24], predict the reactants needed to synthesize it. The reactants are: [H-].[Na+].[O:3]=[C:4]([CH2:11][CH2:12][CH3:13])[CH2:5][C:6]([O:8][CH2:9][CH3:10])=[O:7].Br[CH2:15][C:16]1[S:20][C:19]([C:21]2[CH:28]=[CH:27][CH:26]=[CH:25][C:22]=2[C:23]#[N:24])=[CH:18][CH:17]=1.Cl. (5) Given the product [Br:1][C:2]1[CH:3]=[C:4]([CH:8]=[C:9]([S:12]([N:18]2[CH2:19][CH2:21][CH2:24][CH2:22]2)(=[O:14])=[O:13])[C:10]=1[F:11])[C:5]([OH:7])=[O:6], predict the reactants needed to synthesize it. The reactants are: [Br:1][C:2]1[CH:3]=[C:4]([CH:8]=[C:9]([S:12](Cl)(=[O:14])=[O:13])[C:10]=1[F:11])[C:5]([OH:7])=[O:6].CC[N:18]([CH:22]([CH3:24])C)[CH:19]([CH3:21])C.N1CCCC1. (6) Given the product [CH3:21][C:17]1[N:18]=[CH:19][S:20][C:16]=1[C:14](=[O:15])[CH2:13][N:12]1[C:4]2=[N:3][C:2]([N:31]3[CH2:32][C@@H:27]4[CH2:33][C@H:30]3[CH2:29][O:28]4)=[CH:7][C:6](=[O:8])[N:5]2[CH2:9][CH2:10][C@H:11]1[C:22]([F:25])([F:24])[F:23], predict the reactants needed to synthesize it. The reactants are: Cl[C:2]1[N:3]=[C:4]2[N:12]([CH2:13][C:14]([C:16]3[S:20][CH:19]=[N:18][C:17]=3[CH3:21])=[O:15])[C@H:11]([C:22]([F:25])([F:24])[F:23])[CH2:10][CH2:9][N:5]2[C:6](=[O:8])[CH:7]=1.Cl.[C@H:27]12[CH2:33][C@H:30]([NH:31][CH2:32]1)[CH2:29][O:28]2.C(N(CC)CC)C. (7) Given the product [CH2:33]([N:32]([CH2:37][CH2:38][CH2:39][CH3:40])[C:30]([C:25]1[C:26]([Cl:29])=[C:27]([CH3:28])[N:23]([C:20]2[CH:21]=[CH:22][C:17]([C:15](=[O:16])[NH:14][S:11]([C:10]3[CH:9]=[C:8]4[C:4]([CH2:5][CH2:6][N:7]4[CH2:53][CH3:54])=[CH:3][C:2]=3/[CH:55]=[CH:56]/[CH3:57])(=[O:13])=[O:12])=[CH:18][C:19]=2[C:41]([N:43]2[CH2:52][CH2:51][C:50]3[C:45](=[CH:46][CH:47]=[CH:48][CH:49]=3)[CH2:44]2)=[O:42])[N:24]=1)=[O:31])[CH2:34][CH2:35][CH3:36], predict the reactants needed to synthesize it. The reactants are: Br[C:2]1[CH:3]=[C:4]2[C:8](=[CH:9][C:10]=1[S:11]([NH:14][C:15]([C:17]1[CH:22]=[CH:21][C:20]([N:23]3[C:27]([CH3:28])=[C:26]([Cl:29])[C:25]([C:30]([N:32]([CH2:37][CH2:38][CH2:39][CH3:40])[CH2:33][CH2:34][CH2:35][CH3:36])=[O:31])=[N:24]3)=[C:19]([C:41]([N:43]3[CH2:52][CH2:51][C:50]4[C:45](=[CH:46][CH:47]=[CH:48][CH:49]=4)[CH2:44]3)=[O:42])[CH:18]=1)=[O:16])(=[O:13])=[O:12])[N:7]([CH2:53][CH3:54])[CH2:6][CH2:5]2.[CH:55](/B(O)O)=[CH:56]\[CH3:57]. (8) Given the product [Cl:1][C:2]1[N:7]=[N:6][C:5]2[NH:8][CH:10]=[CH:9][C:4]=2[CH:3]=1, predict the reactants needed to synthesize it. The reactants are: [Cl:1][C:2]1[N:7]=[N:6][C:5]([NH2:8])=[C:4]([C:9]#[C:10][Si](C)(C)C)[CH:3]=1. (9) Given the product [C:1]([O:4][CH2:5][C@H:6]1[CH2:11][C@@H:10]([O:12][Si:13]([C:26]([CH3:29])([CH3:28])[CH3:27])([C:20]2[CH:21]=[CH:22][CH:23]=[CH:24][CH:25]=2)[C:14]2[CH:19]=[CH:18][CH:17]=[CH:16][CH:15]=2)[CH2:9][CH2:8][C@:7]1([CH3:30])[C@@H:31]1[C@@H:39]([CH2:40][O:41][S:50]([CH3:49])(=[O:52])=[O:51])[C@H:38]2[C@@:34]([CH3:48])([C:35]([C:42]3[CH:43]=[CH:44][CH:45]=[CH:46][CH:47]=3)=[CH:36][CH2:37]2)[CH2:33][CH2:32]1)(=[O:3])[CH3:2], predict the reactants needed to synthesize it. The reactants are: [C:1]([O:4][CH2:5][C@H:6]1[CH2:11][C@@H:10]([O:12][Si:13]([C:26]([CH3:29])([CH3:28])[CH3:27])([C:20]2[CH:25]=[CH:24][CH:23]=[CH:22][CH:21]=2)[C:14]2[CH:19]=[CH:18][CH:17]=[CH:16][CH:15]=2)[CH2:9][CH2:8][C@@:7]1([C@@H:31]1[C@@H:39]([CH2:40][OH:41])[C@H:38]2[C@@:34]([CH3:48])([C:35]([C:42]3[CH:47]=[CH:46][CH:45]=[CH:44][CH:43]=3)=[CH:36][CH2:37]2)[CH2:33][CH2:32]1)[CH3:30])(=[O:3])[CH3:2].[CH3:49][S:50](Cl)(=[O:52])=[O:51]. (10) Given the product [CH3:1][O:2][CH2:3][CH2:4][O:5][C:6]1[CH:7]=[C:8]([CH:32]=[CH:33][CH:34]=1)[O:9][CH2:10][CH2:11][O:12][C:13]1[C:14]([N:19]2[CH2:24][CH2:23][NH:22][CH2:21][CH2:20]2)=[N:15][CH:16]=[CH:17][N:18]=1, predict the reactants needed to synthesize it. The reactants are: [CH3:1][O:2][CH2:3][CH2:4][O:5][C:6]1[CH:7]=[C:8]([CH:32]=[CH:33][CH:34]=1)[O:9][CH2:10][CH2:11][O:12][C:13]1[C:14]([N:19]2[CH2:24][CH2:23][N:22](C(OC(C)(C)C)=O)[CH2:21][CH2:20]2)=[N:15][CH:16]=[CH:17][N:18]=1.